Dataset: NCI-60 drug combinations with 297,098 pairs across 59 cell lines. Task: Regression. Given two drug SMILES strings and cell line genomic features, predict the synergy score measuring deviation from expected non-interaction effect. Drug 1: C1=CC(=CC=C1CCCC(=O)O)N(CCCl)CCCl. Drug 2: C1=CN(C=N1)CC(O)(P(=O)(O)O)P(=O)(O)O. Cell line: ACHN. Synergy scores: CSS=16.9, Synergy_ZIP=-16.3, Synergy_Bliss=-19.2, Synergy_Loewe=-17.2, Synergy_HSA=-17.1.